From a dataset of Full USPTO retrosynthesis dataset with 1.9M reactions from patents (1976-2016). Predict the reactants needed to synthesize the given product. (1) Given the product [CH3:19][O:18][C:17]1[N:16]([C:20]2[CH:21]=[CH:22][CH:23]=[CH:24][CH:25]=2)[N:15]=[C:14]([CH3:26])[C:13]=1[C:12]1[NH:8][N:9]=[C:10]([CH3:27])[CH:11]=1, predict the reactants needed to synthesize it. The reactants are: C(OC([N:8]1[C:12]([C:13]2[C:14]([CH3:26])=[N:15][N:16]([C:20]3[CH:25]=[CH:24][CH:23]=[CH:22][CH:21]=3)[C:17]=2[O:18][CH3:19])=[CH:11][C:10]([CH3:27])=[N:9]1)=O)(C)(C)C.C(OC(N1C(C)=CC(C2C(C)=NN(C3C=CC=CC=3)C=2OC)=N1)=O)(C)(C)C.FC(F)(F)C(O)=O. (2) Given the product [CH3:26][O:25][C:23](=[O:24])[C:22]1[CH:27]=[CH:28][C:19]([O:16][CH2:15][C:14]2[C:10]([C:6]3[CH:7]=[CH:8][CH:9]=[C:4]([Cl:3])[CH:5]=3)=[N:11][O:12][C:13]=2[CH3:17])=[N:20][CH:21]=1, predict the reactants needed to synthesize it. The reactants are: [H-].[Na+].[Cl:3][C:4]1[CH:5]=[C:6]([C:10]2[C:14]([CH2:15][OH:16])=[C:13]([CH3:17])[O:12][N:11]=2)[CH:7]=[CH:8][CH:9]=1.Cl[C:19]1[CH:28]=[CH:27][C:22]([C:23]([O:25][CH3:26])=[O:24])=[CH:21][N:20]=1.[Cl-].[Na+]. (3) Given the product [NH:28]1[C:36]2[C:31](=[CH:32][CH:33]=[C:34]([C:37]([NH:12][C@@H:11]([C:13]([N:15]3[CH2:16][CH2:17][CH:18]([CH:21]4[CH2:26][CH2:25][N:24]([CH3:27])[CH2:23][CH2:22]4)[CH2:19][CH2:20]3)=[O:14])[CH2:10][C:5]3[CH:6]=[CH:7][CH:8]=[CH:9][N:4]=3)=[O:38])[CH:35]=2)[CH:30]=[CH:29]1, predict the reactants needed to synthesize it. The reactants are: Cl.Cl.Cl.[N:4]1[CH:9]=[CH:8][CH:7]=[CH:6][C:5]=1[CH2:10][C@H:11]([C:13]([N:15]1[CH2:20][CH2:19][CH:18]([CH:21]2[CH2:26][CH2:25][N:24]([CH3:27])[CH2:23][CH2:22]2)[CH2:17][CH2:16]1)=[O:14])[NH2:12].[NH:28]1[C:36]2[C:31](=[CH:32][CH:33]=[C:34]([C:37](O)=[O:38])[CH:35]=2)[CH:30]=[CH:29]1. (4) The reactants are: C(OC(=O)[NH:7][C:8]1[S:9][C:10]([C:29]([OH:32])([CH3:31])[CH3:30])=[C:11]([C:13]2[C:14]([CH2:27]O)=[N:15][N:16]([CH2:18][C:19]3[CH:24]=[CH:23][C:22]([O:25][CH3:26])=[CH:21][CH:20]=3)[CH:17]=2)[N:12]=1)(C)(C)C.[OH-].[Na+]. Given the product [CH3:26][O:25][C:22]1[CH:21]=[CH:20][C:19]([CH2:18][N:16]2[CH:17]=[C:13]3[C:14]([CH2:27][O:32][C:29]([CH3:31])([CH3:30])[C:10]4[S:9][C:8]([NH2:7])=[N:12][C:11]=43)=[N:15]2)=[CH:24][CH:23]=1, predict the reactants needed to synthesize it.